Predict the product of the given reaction. From a dataset of Forward reaction prediction with 1.9M reactions from USPTO patents (1976-2016). (1) The product is: [CH3:39][O:40][C:41]1[CH:42]=[CH:43][C:44]([S:47]([NH:50][C:51]2[CH:52]=[CH:53][CH:54]=[C:55]([C:2]3[C:10]4[C:9]([NH:11][C@H:12]([C:14]5[N:19]([C:20]6[CH:25]=[CH:24][CH:23]=[CH:22][CH:21]=6)[C:18](=[O:26])[C:17]6=[C:27]([CH3:30])[CH:28]=[CH:29][N:16]6[N:15]=5)[CH3:13])=[N:8][CH:7]=[N:6][C:5]=4[N:4]([CH2:31][O:32][CH2:33][CH2:34][Si:35]([CH3:38])([CH3:37])[CH3:36])[CH:3]=3)[CH:56]=2)(=[O:49])=[O:48])=[CH:45][CH:46]=1. Given the reactants Br[C:2]1[C:10]2[C:9]([NH:11][C@H:12]([C:14]3[N:19]([C:20]4[CH:25]=[CH:24][CH:23]=[CH:22][CH:21]=4)[C:18](=[O:26])[C:17]4=[C:27]([CH3:30])[CH:28]=[CH:29][N:16]4[N:15]=3)[CH3:13])=[N:8][CH:7]=[N:6][C:5]=2[N:4]([CH2:31][O:32][CH2:33][CH2:34][Si:35]([CH3:38])([CH3:37])[CH3:36])[CH:3]=1.[CH3:39][O:40][C:41]1[CH:46]=[CH:45][C:44]([S:47]([NH:50][C:51]2[CH:56]=[CH:55][CH:54]=[C:53](B3OC(C)(C)C(C)(C)O3)[CH:52]=2)(=[O:49])=[O:48])=[CH:43][CH:42]=1.C(=O)([O-])[O-].[Na+].[Na+], predict the reaction product. (2) Given the reactants [C:1]([O:5][C@@H:6]([C:12]1[C:27]([CH3:28])=[CH:26][C:15]2[N:16]=[C:17]([C:19]3[CH:24]=[CH:23][N:22]=[C:21](Cl)[N:20]=3)[S:18][C:14]=2[C:13]=1[C:29]1[CH:34]=[CH:33][C:32]([Cl:35])=[CH:31][CH:30]=1)[C:7]([O:9][CH2:10][CH3:11])=[O:8])([CH3:4])([CH3:3])[CH3:2].[CH3:36][O:37][C:38]1[CH:39]=[C:40](B(O)O)[CH:41]=[CH:42][C:43]=1[O:44][CH3:45].C([O-])([O-])=O.[K+].[K+], predict the reaction product. The product is: [C:1]([O:5][C@@H:6]([C:12]1[C:27]([CH3:28])=[CH:26][C:15]2[N:16]=[C:17]([C:19]3[CH:24]=[CH:23][N:22]=[C:21]([C:41]4[CH:40]=[CH:39][C:38]([O:37][CH3:36])=[C:43]([O:44][CH3:45])[CH:42]=4)[N:20]=3)[S:18][C:14]=2[C:13]=1[C:29]1[CH:34]=[CH:33][C:32]([Cl:35])=[CH:31][CH:30]=1)[C:7]([O:9][CH2:10][CH3:11])=[O:8])([CH3:2])([CH3:3])[CH3:4].